Dataset: CYP2C19 inhibition data for predicting drug metabolism from PubChem BioAssay. Task: Regression/Classification. Given a drug SMILES string, predict its absorption, distribution, metabolism, or excretion properties. Task type varies by dataset: regression for continuous measurements (e.g., permeability, clearance, half-life) or binary classification for categorical outcomes (e.g., BBB penetration, CYP inhibition). Dataset: cyp2c19_veith. (1) The drug is Cc1ccc2c(c1)C(N1CCN(C)CC1)=Nc1cccnc1N2. The result is 0 (non-inhibitor). (2) The molecule is CC(C)(C)n1nnnc1C(c1cccnc1)N(Cc1ccccc1)Cc1ccco1. The result is 1 (inhibitor). (3) The drug is COc1ccccc1CNc1ccnc(-c2cccc(C#N)c2)n1. The result is 1 (inhibitor). (4) The result is 0 (non-inhibitor). The drug is CCON=C1C(C)(C)C(C)(C)C(C)(C)C1(C)C. (5) The compound is O=c1c(CCc2ccccc2)nc2cnc(N3CCOCC3)nc2n1CCc1ccccc1. The result is 1 (inhibitor). (6) The compound is O=C(Nc1ccc(F)cc1)c1cc(S(=O)(=O)N2CCCCC2)cs1. The result is 1 (inhibitor). (7) The result is 1 (inhibitor). The compound is Cn1cccc1CC(=O)N/N=C\c1cccs1. (8) The molecule is CN1C(=O)OC(C)(C)C1=O. The result is 0 (non-inhibitor). (9) The molecule is CN1CCCN(C)C1c1cc([N+](=O)[O-])ccc1O. The result is 0 (non-inhibitor).